From a dataset of Peptide-MHC class II binding affinity with 134,281 pairs from IEDB. Regression. Given a peptide amino acid sequence and an MHC pseudo amino acid sequence, predict their binding affinity value. This is MHC class II binding data. The peptide sequence is EKKLFAATQFEPLAA. The MHC is HLA-DQA10101-DQB10501 with pseudo-sequence HLA-DQA10101-DQB10501. The binding affinity (normalized) is 0.314.